From a dataset of Retrosynthesis with 50K atom-mapped reactions and 10 reaction types from USPTO. Predict the reactants needed to synthesize the given product. Given the product COc1ccc(C(=O)c2ccc(OCCc3ccccc3)nc2)c(OC(C)(C)C(=O)O)c1, predict the reactants needed to synthesize it. The reactants are: COc1ccc(C(=O)c2ccc(OCCc3ccccc3)nc2)c(OC(C)(C)C(=O)OC(C)(C)C)c1.